This data is from NCI-60 drug combinations with 297,098 pairs across 59 cell lines. The task is: Regression. Given two drug SMILES strings and cell line genomic features, predict the synergy score measuring deviation from expected non-interaction effect. (1) Drug 1: CNC(=O)C1=CC=CC=C1SC2=CC3=C(C=C2)C(=NN3)C=CC4=CC=CC=N4. Drug 2: CN(C)C1=NC(=NC(=N1)N(C)C)N(C)C. Cell line: HS 578T. Synergy scores: CSS=-9.62, Synergy_ZIP=2.91, Synergy_Bliss=1.45, Synergy_Loewe=-9.31, Synergy_HSA=-5.99. (2) Drug 1: CC12CCC(CC1=CCC3C2CCC4(C3CC=C4C5=CN=CC=C5)C)O. Drug 2: CS(=O)(=O)C1=CC(=C(C=C1)C(=O)NC2=CC(=C(C=C2)Cl)C3=CC=CC=N3)Cl. Cell line: NCI-H460. Synergy scores: CSS=2.95, Synergy_ZIP=-0.0283, Synergy_Bliss=2.40, Synergy_Loewe=0.487, Synergy_HSA=1.37. (3) Drug 1: CNC(=O)C1=NC=CC(=C1)OC2=CC=C(C=C2)NC(=O)NC3=CC(=C(C=C3)Cl)C(F)(F)F. Drug 2: CC1=C(C(=O)C2=C(C1=O)N3CC4C(C3(C2COC(=O)N)OC)N4)N. Cell line: SN12C. Synergy scores: CSS=16.5, Synergy_ZIP=-6.22, Synergy_Bliss=-0.101, Synergy_Loewe=-32.4, Synergy_HSA=-6.25. (4) Drug 1: CCC1=CC2CC(C3=C(CN(C2)C1)C4=CC=CC=C4N3)(C5=C(C=C6C(=C5)C78CCN9C7C(C=CC9)(C(C(C8N6C)(C(=O)OC)O)OC(=O)C)CC)OC)C(=O)OC.C(C(C(=O)O)O)(C(=O)O)O. Drug 2: C1CNP(=O)(OC1)N(CCCl)CCCl. Cell line: BT-549. Synergy scores: CSS=55.6, Synergy_ZIP=0.558, Synergy_Bliss=1.31, Synergy_Loewe=-62.8, Synergy_HSA=1.34. (5) Drug 1: CS(=O)(=O)C1=CC(=C(C=C1)C(=O)NC2=CC(=C(C=C2)Cl)C3=CC=CC=N3)Cl. Drug 2: COC1=C(C=C2C(=C1)N=CN=C2NC3=CC(=C(C=C3)F)Cl)OCCCN4CCOCC4. Cell line: TK-10. Synergy scores: CSS=41.5, Synergy_ZIP=7.92, Synergy_Bliss=8.03, Synergy_Loewe=-0.996, Synergy_HSA=8.95.